The task is: Predict the product of the given reaction.. This data is from Forward reaction prediction with 1.9M reactions from USPTO patents (1976-2016). (1) Given the reactants [F:1][CH:2]([F:17])[CH:3]1[C:12]2[C:7](=[CH:8][CH:9]=[CH:10][CH:11]=2)[N:6]([CH2:13][C:14]([NH2:16])=O)[CH2:5][CH2:4]1.CSC.B, predict the reaction product. The product is: [F:17][CH:2]([F:1])[CH:3]1[C:12]2[C:7](=[CH:8][CH:9]=[CH:10][CH:11]=2)[N:6]([CH2:13][CH2:14][NH2:16])[CH2:5][CH2:4]1. (2) Given the reactants [CH:1]1([C:6]2[CH:13]=[CH:12][C:9]([CH2:10]Cl)=[CH:8][C:7]=2[C:14]([F:17])([F:16])[F:15])[CH2:5][CH2:4][CH2:3][CH2:2]1.[C:18]([O:22][C:23]([N:25]1[C:33]2[C:28](=[C:29]([CH3:35])[C:30]([OH:34])=[CH:31][CH:32]=2)[CH2:27][CH2:26]1)=[O:24])([CH3:21])([CH3:20])[CH3:19].C(=O)([O-])[O-].[K+].[K+], predict the reaction product. The product is: [C:18]([O:22][C:23]([N:25]1[C:33]2[C:28](=[C:29]([CH3:35])[C:30]([O:34][CH2:10][C:9]3[CH:12]=[CH:13][C:6]([CH:1]4[CH2:5][CH2:4][CH2:3][CH2:2]4)=[C:7]([C:14]([F:17])([F:16])[F:15])[CH:8]=3)=[CH:31][CH:32]=2)[CH2:27][CH2:26]1)=[O:24])([CH3:21])([CH3:20])[CH3:19]. (3) Given the reactants [OH:1][C:2]1[CH:3]=[C:4]([CH:7]=[C:8]([OH:10])[CH:9]=1)[CH2:5]O.[CH3:11][S:12](Cl)(=[O:14])=[O:13].[Li+].[Br-:17], predict the reaction product. The product is: [CH3:11][S:12]([O:1][C:2]1[CH:3]=[C:4]([CH2:5][Br:17])[CH:7]=[C:8]([O:10][S:12]([CH3:11])(=[O:14])=[O:13])[CH:9]=1)(=[O:14])=[O:13]. (4) Given the reactants [CH3:1][C:2]1[CH:3]=[C:4]2[C:9](=[CH:10][CH:11]=1)[O:8][C:7](=[O:12])[CH:6]=[CH:5]2.[CH2:13]([C:15](=[CH:18][CH2:19][CH:20]1[CH2:24][CH:23]=[C:22]([CH3:25])[C:21]1([CH3:27])[CH3:26])[CH2:16][OH:17])[CH3:14].[H-].[Na+], predict the reaction product. The product is: [CH2:13]([C:15](=[CH:18][CH2:19][CH:20]1[CH2:24][CH:23]=[C:22]([CH3:25])[C:21]1([CH3:26])[CH3:27])[CH2:16][O:17][C:7](=[O:12])[CH:6]=[CH:5][C:4]1[CH:3]=[C:2]([CH3:1])[CH:11]=[CH:10][C:9]=1[OH:8])[CH3:14]. (5) Given the reactants [CH2:1]([O:8][C:9]1[CH:10]=[C:11]2[C:16](=[CH:17][CH:18]=1)[C:15](=[O:19])[N:14]([CH2:20][CH:21]([CH3:23])[CH3:22])[C:13]([C:24]([O:26]C)=[O:25])=[C:12]2[C:28]1[CH:33]=[CH:32][C:31]([Cl:34])=[CH:30][CH:29]=1)[C:2]1[CH:7]=[CH:6][CH:5]=[CH:4][CH:3]=1.O.[OH-].[Li+].O.Cl, predict the reaction product. The product is: [CH2:1]([O:8][C:9]1[CH:10]=[C:11]2[C:16](=[CH:17][CH:18]=1)[C:15](=[O:19])[N:14]([CH2:20][CH:21]([CH3:23])[CH3:22])[C:13]([C:24]([OH:26])=[O:25])=[C:12]2[C:28]1[CH:33]=[CH:32][C:31]([Cl:34])=[CH:30][CH:29]=1)[C:2]1[CH:3]=[CH:4][CH:5]=[CH:6][CH:7]=1. (6) Given the reactants [Br:1][C:2]1[CH:20]=[C:19]([CH2:21][O:22][Si:23]([CH:30]([CH3:32])[CH3:31])([CH:27]([CH3:29])[CH3:28])[CH:24]([CH3:26])[CH3:25])[C:18]([Cl:33])=[CH:17][C:3]=1[C:4](O[Si](C(C)C)(C(C)C)C(C)C)=[O:5].CSC.B.CO.O, predict the reaction product. The product is: [Br:1][C:2]1[CH:20]=[C:19]([CH2:21][O:22][Si:23]([CH:30]([CH3:32])[CH3:31])([CH:24]([CH3:25])[CH3:26])[CH:27]([CH3:28])[CH3:29])[C:18]([Cl:33])=[CH:17][C:3]=1[CH2:4][OH:5]. (7) Given the reactants [O:1]=[C:2]1[C:10]2[C:5](=[CH:6][CH:7]=[CH:8][CH:9]=2)[C:4](=[O:11])[N:3]1CC(=O)C(OC)=O.C([O-])(O)=O.[Na+], predict the reaction product. The product is: [C:2]1(=[O:1])[C:10]2[C:5](=[CH:6][CH:7]=[CH:8][CH:9]=2)[C:4](=[O:11])[NH:3]1.